Dataset: Reaction yield outcomes from USPTO patents with 853,638 reactions. Task: Predict the reaction yield, written as a fraction of the theoretical maximum amount of product (1.0 means a 100% yield; for example, 0.34 means a 34% yield). The reactants are [CH3:1][C:2](C)([O-])[CH3:3].[K+].[C:7]1(=[O:13])[CH2:12][CH2:11][CH2:10][CH2:9][CH2:8]1.C(Br)C=C.CCOC(C)=O. The catalyst is C1(C)C=CC=CC=1. The product is [CH2:3]([CH:8]1[CH2:9][CH2:10][CH2:11][CH2:12][C:7]1=[O:13])[CH:2]=[CH2:1]. The yield is 0.716.